Dataset: Full USPTO retrosynthesis dataset with 1.9M reactions from patents (1976-2016). Task: Predict the reactants needed to synthesize the given product. Given the product [CH2:7]([O:6][P:4]([CH2:9][CH2:10][CH2:11][N:12]1[C:21]2[C:16](=[N:17][CH:18]=[C:19]([CH2:22][C:23]3[CH:24]=[CH:25][C:26]([F:29])=[CH:27][CH:28]=3)[CH:20]=2)[C:15]([OH:30])=[C:14]([C:31]([NH:38][CH3:37])=[O:33])[C:13]1=[O:36])(=[O:5])[O:3][CH2:1][CH3:2])[CH3:8], predict the reactants needed to synthesize it. The reactants are: [CH2:1]([O:3][P:4]([CH2:9][CH2:10][CH2:11][N:12]1[C:21]2[C:16](=[N:17][CH:18]=[C:19]([CH2:22][C:23]3[CH:28]=[CH:27][C:26]([F:29])=[CH:25][CH:24]=3)[CH:20]=2)[C:15]([OH:30])=[C:14]([C:31]([O:33]CC)=O)[C:13]1=[O:36])([O:6][CH2:7][CH3:8])=[O:5])[CH3:2].[CH3:37][NH2:38].